From a dataset of Catalyst prediction with 721,799 reactions and 888 catalyst types from USPTO. Predict which catalyst facilitates the given reaction. (1) The catalyst class is: 49. Reactant: [NH2:1][C:2]1[CH:10]=[CH:9][C:8]([F:11])=[CH:7][C:3]=1[C:4]([OH:6])=O.[Br:12][C:13]1[C:14]([CH3:20])=[C:15]([CH:17]=[CH:18][CH:19]=1)[NH2:16].[CH2:21](OC(OCC)OCC)C. Product: [Br:12][C:13]1[C:14]([CH3:20])=[C:15]([N:16]2[C:4](=[O:6])[C:3]3[C:2](=[CH:10][CH:9]=[C:8]([F:11])[CH:7]=3)[N:1]=[CH:21]2)[CH:17]=[CH:18][CH:19]=1. (2) Reactant: [F:1][C:2]1[CH:7]=[CH:6][C:5]([OH:8])=[CH:4][C:3]=1[CH3:9].C(N(CC)CC)C.[C:17](Cl)(=[O:19])[CH3:18]. Product: [C:17]([O:8][C:5]1[CH:6]=[CH:7][C:2]([F:1])=[C:3]([CH3:9])[CH:4]=1)(=[O:19])[CH3:18]. The catalyst class is: 2. (3) Reactant: [CH3:1][C:2]1([CH3:12])[CH:7]2[CH2:8][CH:3]1[CH2:4][CH:5]=[C:6]2[CH2:9][CH2:10]O.C(Br)(Br)(Br)[Br:14].C1C=CC(P(C2C=CC=CC=2)C2C=CC=CC=2)=CC=1. Product: [Br:14][CH2:10][CH2:9][C:6]1[CH:7]2[CH2:8][CH:3]([CH2:4][CH:5]=1)[C:2]2([CH3:12])[CH3:1]. The catalyst class is: 2. (4) Reactant: [CH3:1][O:2][C:3]1[N:4]=[C:5]2[C:10](=[CH:11][CH:12]=1)[N:9]=[CH:8][CH:7]=[C:6]2[NH2:13].CC([O-])(C)C.[K+].[Cl:20][CH2:21][C:22](OCC)=[O:23].O. Product: [Cl:20][CH2:21][C:22]([NH:13][C:6]1[C:5]2[C:10](=[CH:11][CH:12]=[C:3]([O:2][CH3:1])[N:4]=2)[N:9]=[CH:8][CH:7]=1)=[O:23]. The catalyst class is: 1.